Dataset: Catalyst prediction with 721,799 reactions and 888 catalyst types from USPTO. Task: Predict which catalyst facilitates the given reaction. (1) Reactant: I[C:2]1[CH:7]=[CH:6][CH:5]=[CH:4][C:3]=1[CH3:8].[CH2:9]([CH:12]1[CH2:17][CH2:16][CH2:15][CH2:14][N:13]1[CH2:18][CH2:19][CH2:20][C:21]#N)[CH2:10][CH3:11].C(O)(C(F)(F)F)=[O:24].CC#N. Product: [CH2:9]([CH:12]1[CH2:17][CH2:16][CH2:15][CH2:14][N:13]1[CH2:18][CH2:19][CH2:20][C:21]([C:2]1[CH:7]=[CH:6][CH:5]=[CH:4][C:3]=1[CH3:8])=[O:24])[CH2:10][CH3:11]. The catalyst class is: 876. (2) Product: [CH3:29][C:15]1[C:14]([O:10][C:7]2[CH:6]=[CH:5][C:4]([O:3][C:2]([F:11])([F:12])[F:1])=[CH:9][CH:8]=2)=[CH:25][C:18]([C:19]([O:21][CH:22]([CH3:24])[CH3:23])=[O:20])=[C:17]([N+:26]([O-:28])=[O:27])[CH:16]=1. The catalyst class is: 44. Reactant: [F:1][C:2]([F:12])([F:11])[O:3][C:4]1[CH:9]=[CH:8][C:7]([OH:10])=[CH:6][CH:5]=1.Cl[C:14]1[C:15]([CH3:29])=[CH:16][C:17]([N+:26]([O-:28])=[O:27])=[C:18]([CH:25]=1)[C:19]([O:21][CH:22]([CH3:24])[CH3:23])=[O:20].C(=O)([O-])[O-].[K+].[K+]. (3) Product: [F:29][CH:27]([F:28])[C:25]1[CH:24]=[C:23]([C:30]2[CH:31]=[N:32][C:33]([C:36]([F:37])([F:39])[F:38])=[CH:34][CH:35]=2)[N:22]=[C:21]([C:19]2[CH:18]=[CH:17][N:16]=[C:15]([C:11]3[CH:10]=[C:9]([S:6]([NH2:5])(=[O:7])=[O:8])[CH:14]=[CH:13][CH:12]=3)[CH:20]=2)[N:26]=1. Reactant: C([NH:5][S:6]([C:9]1[CH:14]=[CH:13][CH:12]=[C:11]([C:15]2[CH:20]=[C:19]([C:21]3[N:26]=[C:25]([CH:27]([F:29])[F:28])[CH:24]=[C:23]([C:30]4[CH:31]=[N:32][C:33]([C:36]([F:39])([F:38])[F:37])=[CH:34][CH:35]=4)[N:22]=3)[CH:18]=[CH:17][N:16]=2)[CH:10]=1)(=[O:8])=[O:7])(C)(C)C.C(O)(C(F)(F)F)=O. The catalyst class is: 4. (4) Reactant: [C:1]1([C:7](=[O:18])[C:8]#[C:9][CH2:10][O:11]C2CCCCO2)[CH:6]=[CH:5][CH:4]=[CH:3][CH:2]=1.C1(C)C=CC(S([O-])(=O)=O)=CC=1.[NH+]1C=CC=CC=1.O. Product: [OH:11][CH2:10][C:9]#[C:8][C:7]([C:1]1[CH:6]=[CH:5][CH:4]=[CH:3][CH:2]=1)=[O:18]. The catalyst class is: 14. (5) Reactant: [F:1][C:2]1[CH:11]=[C:10]2[C:5]([N:6]=[C:7]([N:19]([CH3:23])[CH:20]([CH3:22])[CH3:21])[C:8]([C:12]3[CH:17]=[CH:16][C:15]([F:18])=[CH:14][CH:13]=3)=[N:9]2)=[CH:4][C:3]=1[C:24]([O:26]C)=[O:25].[OH-].[Li+]. Product: [F:1][C:2]1[CH:11]=[C:10]2[C:5]([N:6]=[C:7]([N:19]([CH3:23])[CH:20]([CH3:22])[CH3:21])[C:8]([C:12]3[CH:17]=[CH:16][C:15]([F:18])=[CH:14][CH:13]=3)=[N:9]2)=[CH:4][C:3]=1[C:24]([OH:26])=[O:25]. The catalyst class is: 30. (6) Reactant: Cl[C:2]1[C:11]([CH:12]=[O:13])=[CH:10][C:9]2[C:4](=[CH:5][CH:6]=[C:7]([O:14][CH3:15])[CH:8]=2)[N:3]=1.[CH:16]1([CH2:19][NH:20][CH2:21][CH2:22][CH3:23])[CH2:18][CH2:17]1.C(=O)([O-])[O-].[K+].[K+].O. Product: [CH:16]1([CH2:19][N:20]([CH2:21][CH2:22][CH3:23])[C:2]2[C:11]([CH:12]=[O:13])=[CH:10][C:9]3[C:4](=[CH:5][CH:6]=[C:7]([O:14][CH3:15])[CH:8]=3)[N:3]=2)[CH2:18][CH2:17]1. The catalyst class is: 11.